Task: Predict the product of the given reaction.. Dataset: Forward reaction prediction with 1.9M reactions from USPTO patents (1976-2016) (1) Given the reactants Br[C:2]1[NH:3][C:4]2[C:9]([C:10]=1[CH:11]=[O:12])=[CH:8][CH:7]=[CH:6][CH:5]=2.CCCC[Sn]([C:26]#[C:27][C:28]1[CH:33]=[CH:32][CH:31]=[CH:30][CH:29]=1)(CCCC)CCCC, predict the reaction product. The product is: [C:28]1([C:27]#[C:26][N:3]2[C:4]3[C:9](=[CH:8][CH:7]=[CH:6][CH:5]=3)[C:10]([CH:11]=[O:12])=[CH:2]2)[CH:33]=[CH:32][CH:31]=[CH:30][CH:29]=1. (2) Given the reactants [F:1][C:2]1[CH:3]=[C:4]([S:11]([N:14]=[CH:15][N:16]([CH3:18])[CH3:17])(=[O:13])=[O:12])[CH:5]=[C:6]([F:10])[C:7]=1[CH:8]=[O:9].[BH4-].[Na+], predict the reaction product. The product is: [F:10][C:6]1[CH:5]=[C:4]([S:11]([N:14]=[CH:15][N:16]([CH3:18])[CH3:17])(=[O:12])=[O:13])[CH:3]=[C:2]([F:1])[C:7]=1[CH2:8][OH:9]. (3) Given the reactants [NH2:1][C:2]1[S:3][C:4]2[CH2:31][CH2:30][CH2:29][CH2:28][C:5]=2[C:6]=1[C:7]([NH:9][C:10]1[CH:15]=[CH:14][C:13]([CH2:16][CH2:17][C:18]2[CH:27]=[CH:26][C:21]([C:22]([O:24][CH3:25])=[O:23])=[CH:20][CH:19]=2)=[CH:12][CH:11]=1)=[O:8].[CH3:32][O:33][C:34]([C:36]1[CH:37]=[CH:38][C:39]([N:42]([CH2:55][CH2:56][CH3:57])[S:43]([C:46]2[CH:47]=[C:48]([CH:52]=[CH:53][CH:54]=2)[C:49](O)=[O:50])(=[O:45])=[O:44])=[N:40][CH:41]=1)=[O:35].CN(C(ON1N=NC2C=CC=NC1=2)=[N+](C)C)C.F[P-](F)(F)(F)(F)F.C(N(C(C)C)C(C)C)C, predict the reaction product. The product is: [CH3:25][O:24][C:22]([C:21]1[CH:20]=[CH:19][C:18]([CH2:17][CH2:16][C:13]2[CH:12]=[CH:11][C:10]([NH:9][C:7]([C:6]3[C:5]4[CH2:28][CH2:29][CH2:30][CH2:31][C:4]=4[S:3][C:2]=3[NH:1][C:49]([C:48]3[CH:47]=[C:46]([S:43]([N:42]([CH2:55][CH2:56][CH3:57])[C:39]4[CH:38]=[CH:37][C:36]([C:34]([O:33][CH3:32])=[O:35])=[CH:41][N:40]=4)(=[O:45])=[O:44])[CH:54]=[CH:53][CH:52]=3)=[O:50])=[O:8])=[CH:15][CH:14]=2)=[CH:27][CH:26]=1)=[O:23].